This data is from Full USPTO retrosynthesis dataset with 1.9M reactions from patents (1976-2016). The task is: Predict the reactants needed to synthesize the given product. Given the product [I:1][C:2]1[CH:8]=[CH:7][C:5]([NH:6][C:11]([NH:10][C:13]2[CH:18]=[CH:17][CH:16]=[C:15]([C:19]([F:20])([F:21])[F:22])[CH:14]=2)=[O:12])=[CH:4][C:3]=1[CH3:9], predict the reactants needed to synthesize it. The reactants are: [I:1][C:2]1[CH:8]=[CH:7][C:5]([NH2:6])=[CH:4][C:3]=1[CH3:9].[N:10]([C:13]1[CH:18]=[CH:17][CH:16]=[C:15]([C:19]([F:22])([F:21])[F:20])[CH:14]=1)=[C:11]=[O:12].[N-]=C=O.